From a dataset of Forward reaction prediction with 1.9M reactions from USPTO patents (1976-2016). Predict the product of the given reaction. (1) Given the reactants P(Cl)(Cl)(Cl)=O.[CH2:6]([O:13][C:14]1[CH:31]=[CH:30][C:29]2[C@@H:28]3[C@H:19]([C@H:20]4[C@@:24]([CH2:26][CH2:27]3)([CH3:25])[C:23](O)([C:32]([F:35])([F:34])[F:33])[CH2:22][CH:21]4[CH2:37][CH2:38][CH2:39][CH2:40][O:41][C:42](=[O:47])[C:43]([CH3:46])([CH3:45])[CH3:44])[CH2:18][CH2:17][C:16]=2[CH:15]=1)[C:7]1[CH:12]=[CH:11][CH:10]=[CH:9][CH:8]=1, predict the reaction product. The product is: [CH2:6]([O:13][C:14]1[CH:31]=[CH:30][C:29]2[C@@H:28]3[C@H:19]([C@H:20]4[C@@:24]([CH2:26][CH2:27]3)([CH3:25])[C:23]([C:32]([F:34])([F:35])[F:33])=[CH:22][CH:21]4[CH2:37][CH2:38][CH2:39][CH2:40][O:41][C:42](=[O:47])[C:43]([CH3:46])([CH3:45])[CH3:44])[CH2:18][CH2:17][C:16]=2[CH:15]=1)[C:7]1[CH:12]=[CH:11][CH:10]=[CH:9][CH:8]=1. (2) Given the reactants [C:1]1([S:7]([N:10](S(C2C=CC=CC=2)(=O)=O)[C:11]2[S:15][C:14]3[CH:16]=[CH:17][CH:18]=[CH:19][C:13]=3[C:12]=2[C:20]([O:22][CH2:23][CH3:24])=[O:21])(=[O:9])=[O:8])[CH:6]=[CH:5][CH:4]=[CH:3][CH:2]=1.O.[OH-].[Li+].Cl, predict the reaction product. The product is: [C:1]1([S:7]([NH:10][C:11]2[S:15][C:14]3[CH:16]=[CH:17][CH:18]=[CH:19][C:13]=3[C:12]=2[C:20]([O:22][CH2:23][CH3:24])=[O:21])(=[O:9])=[O:8])[CH:2]=[CH:3][CH:4]=[CH:5][CH:6]=1. (3) Given the reactants [Br:1][C:2]1[C:3]2[C:4](=[CH:9][N:10]([C:12]3[C:17]([Cl:18])=[CH:16][CH:15]=[CH:14][C:13]=3[Cl:19])[N:11]=2)[CH:5]=[N+:6]([O-])[CH:7]=1.P(Br)(Br)([Br:22])=O, predict the reaction product. The product is: [Br:22][C:5]1[C:4]2=[CH:9][N:10]([C:12]3[C:17]([Cl:18])=[CH:16][CH:15]=[CH:14][C:13]=3[Cl:19])[N:11]=[C:3]2[C:2]([Br:1])=[CH:7][N:6]=1. (4) Given the reactants [OH:1][C:2]1[CH:3]=[C:4]([CH:8]([CH3:14])[C:9]([O:11][CH2:12][CH3:13])=[O:10])[CH:5]=[CH:6][CH:7]=1.[N+:15]([O-])([OH:17])=[O:16].O, predict the reaction product. The product is: [OH:1][C:2]1[CH:3]=[C:4]([CH:8]([CH3:14])[C:9]([O:11][CH2:12][CH3:13])=[O:10])[CH:5]=[CH:6][C:7]=1[N+:15]([O-:17])=[O:16]. (5) Given the reactants [Cl:1][C:2]1[CH:8]=[CH:7][C:5]([NH2:6])=[CH:4][C:3]=1[C:9]1[CH:14]=[CH:13][CH:12]=[CH:11][N:10]=1.[C:15]([C:18]1[CH:23]=[CH:22][C:21]([S:24]([NH2:27])(=[O:26])=[O:25])=[CH:20][CH:19]=1)(O)=[O:16], predict the reaction product. The product is: [Cl:1][C:2]1[CH:8]=[CH:7][C:5]([NH:6][C:15](=[O:16])[C:18]2[CH:23]=[CH:22][C:21]([S:24]([NH2:27])(=[O:25])=[O:26])=[CH:20][CH:19]=2)=[CH:4][C:3]=1[C:9]1[CH:14]=[CH:13][CH:12]=[CH:11][N:10]=1. (6) The product is: [CH3:9][CH:10]([CH3:11])[N:24]=[C:21]=[N:16][CH:3]([CH3:4])[CH3:2].[CH3:1][N:24]([C:19]1[CH:18]=[CH:17][N:16]=[CH:21][CH:20]=1)[CH3:22]. Given the reactants [C:1]([O-])(=O)[CH2:2][CH2:3][C:4]([O-])=O.[C:9]1(=O)OC(=O)[CH2:11][CH2:10]1.[N:16]1[CH:21]=[CH:20][CH:19]=[CH:18][CH:17]=1.[C:22](#[N:24])C, predict the reaction product.